Dataset: Catalyst prediction with 721,799 reactions and 888 catalyst types from USPTO. Task: Predict which catalyst facilitates the given reaction. (1) Product: [Br:1][C:2]1[CH:7]=[CH:6][C:5]2[N:8]([CH3:9])[C:13]([CH:12]([F:16])[F:11])=[N:10][C:4]=2[CH:3]=1. Reactant: [Br:1][C:2]1[CH:3]=[C:4]([NH2:10])[C:5]([NH:8][CH3:9])=[CH:6][CH:7]=1.[F:11][CH:12]([F:16])[C:13](O)=O. The catalyst class is: 33. (2) The catalyst class is: 9. Reactant: CN(C(ON1N=NC2C1=CC=CC=2)=[N+](C)C)C.F[P-](F)(F)(F)(F)F.[N:25]1[CH:30]=[CH:29][CH:28]=[C:27]([C:31]2[CH:39]=[CH:38][C:34]([C:35]([OH:37])=O)=[CH:33][CH:32]=2)[CH:26]=1.[CH:40]1([N:44]2[CH2:50][CH2:49][C:48]3[CH:51]=[CH:52][C:53]([N:55]4[CH2:60][CH2:59][NH:58][CH2:57][CH2:56]4)=[CH:54][C:47]=3[CH2:46][CH2:45]2)[CH2:43][CH2:42][CH2:41]1.CN1CCOCC1. Product: [CH:40]1([N:44]2[CH2:50][CH2:49][C:48]3[CH:51]=[CH:52][C:53]([N:55]4[CH2:60][CH2:59][N:58]([C:35]([C:34]5[CH:33]=[CH:32][C:31]([C:27]6[CH:26]=[N:25][CH:30]=[CH:29][CH:28]=6)=[CH:39][CH:38]=5)=[O:37])[CH2:57][CH2:56]4)=[CH:54][C:47]=3[CH2:46][CH2:45]2)[CH2:43][CH2:42][CH2:41]1. (3) Reactant: Cl.[C:2]([O:6][C:7](=[O:14])[C@H:8]([C@H:10]([CH2:12][CH3:13])[CH3:11])[NH2:9])([CH3:5])([CH3:4])[CH3:3].C(N(CC)CC)C.[C:22](Cl)(=[O:31])[C:23]1[C:24]([O:29][CH3:30])=[CH:25][CH:26]=[CH:27][CH:28]=1. Product: [C:2]([O:6][C:7](=[O:14])[C@@H:8]([NH:9][C:22](=[O:31])[C:23]1[CH:28]=[CH:27][CH:26]=[CH:25][C:24]=1[O:29][CH3:30])[CH:10]([CH3:11])[CH2:12][CH3:13])([CH3:4])([CH3:5])[CH3:3]. The catalyst class is: 2. (4) Reactant: [Br:1][C:2]1[CH:7]=[CH:6][C:5]([CH:8]([N:22]2[CH2:27][CH2:26][NH:25][CH2:24][CH2:23]2)[C:9]2[CH:21]=[CH:20][C:12]([C:13]([N:15]([CH2:18][CH3:19])[CH2:16][CH3:17])=[O:14])=[CH:11][CH:10]=2)=[CH:4][CH:3]=1.[CH:28](=O)[C:29]1[CH:34]=[CH:33][CH:32]=[CH:31][CH:30]=1.C(O[BH-](OC(=O)C)OC(=O)C)(=O)C.[Na+]. Product: [CH2:28]([N:25]1[CH2:24][CH2:23][N:22]([CH:8]([C:5]2[CH:6]=[CH:7][C:2]([Br:1])=[CH:3][CH:4]=2)[C:9]2[CH:21]=[CH:20][C:12]([C:13]([N:15]([CH2:16][CH3:17])[CH2:18][CH3:19])=[O:14])=[CH:11][CH:10]=2)[CH2:27][CH2:26]1)[C:29]1[CH:34]=[CH:33][CH:32]=[CH:31][CH:30]=1. The catalyst class is: 26. (5) Reactant: [Cl:1][C:2]1[CH:3]=[C:4]([C:9]2([C:23]([F:26])([F:25])[F:24])[O:13][N:12]=[C:11]([C:14]3[CH:21]=[CH:20][C:17]([CH:18]=O)=[C:16]([CH3:22])[CH:15]=3)[CH2:10]2)[CH:5]=[C:6]([Cl:8])[CH:7]=1.Cl.[NH2:28][OH:29].Cl. Product: [Cl:1][C:2]1[CH:3]=[C:4]([C:9]2([C:23]([F:26])([F:25])[F:24])[O:13][N:12]=[C:11]([C:14]3[CH:21]=[CH:20][C:17]([CH:18]=[N:28][OH:29])=[C:16]([CH3:22])[CH:15]=3)[CH2:10]2)[CH:5]=[C:6]([Cl:8])[CH:7]=1. The catalyst class is: 5. (6) Reactant: [N:1]([CH2:4][CH2:5][CH2:6][N:7]([C:21]1[CH:26]=[CH:25][CH:24]=[C:23]([Cl:27])[CH:22]=1)[CH:8]1[CH2:13][CH2:12][CH2:11][N:10]([C:14]([O:16][C:17]([CH3:20])([CH3:19])[CH3:18])=[O:15])[CH2:9]1)=[N+]=[N-].C1C=CC(P(C2C=CC=CC=2)C2C=CC=CC=2)=CC=1. Product: [NH2:1][CH2:4][CH2:5][CH2:6][N:7]([C:21]1[CH:26]=[CH:25][CH:24]=[C:23]([Cl:27])[CH:22]=1)[CH:8]1[CH2:13][CH2:12][CH2:11][N:10]([C:14]([O:16][C:17]([CH3:18])([CH3:19])[CH3:20])=[O:15])[CH2:9]1. The catalyst class is: 20. (7) Reactant: [N+:1]1([O-:14])[CH:2]=[CH:3][CH:4]=[C:5]2[C:13]3[C:8](=[CH:9][CH:10]=[CH:11][CH:12]=3)[NH:7][C:6]=12.[CH3:15][O:16]C1C=C2C(C3C=CC=NC=3N2)=CC=1.OO. Product: [CH3:15][O:16][C:10]1[CH:9]=[C:8]2[C:13]([C:5]3[C:6](=[N+:1]([O-:14])[CH:2]=[CH:3][CH:4]=3)[NH:7]2)=[CH:12][CH:11]=1. The catalyst class is: 52.